From a dataset of Peptide-MHC class II binding affinity with 134,281 pairs from IEDB. Regression. Given a peptide amino acid sequence and an MHC pseudo amino acid sequence, predict their binding affinity value. This is MHC class II binding data. (1) The peptide sequence is LSADQISTVQASFDKVK. The MHC is HLA-DQA10501-DQB10301 with pseudo-sequence HLA-DQA10501-DQB10301. The binding affinity (normalized) is 0.572. (2) The peptide sequence is AWMSAAAAQAEQAAT. The MHC is HLA-DPA10103-DPB10301 with pseudo-sequence HLA-DPA10103-DPB10301. The binding affinity (normalized) is 0.247. (3) The peptide sequence is TEGRCLHYTVDKSKPKVY. The binding affinity (normalized) is 0.703. The MHC is DRB5_0101 with pseudo-sequence DRB5_0101. (4) The peptide sequence is AFKVAATAANAAPAI. The MHC is DRB1_0901 with pseudo-sequence DRB1_0901. The binding affinity (normalized) is 0.860. (5) The peptide sequence is APGDSPNTDGIHIGD. The MHC is HLA-DPA10103-DPB10201 with pseudo-sequence HLA-DPA10103-DPB10201. The binding affinity (normalized) is 0. (6) The peptide sequence is WLDAKSTWYGKPTGAGPKDN. The MHC is HLA-DQA10101-DQB10501 with pseudo-sequence HLA-DQA10101-DQB10501. The binding affinity (normalized) is 0.0588.